This data is from NCI-60 drug combinations with 297,098 pairs across 59 cell lines. The task is: Regression. Given two drug SMILES strings and cell line genomic features, predict the synergy score measuring deviation from expected non-interaction effect. (1) Drug 1: CC1=C(C=C(C=C1)NC2=NC=CC(=N2)N(C)C3=CC4=NN(C(=C4C=C3)C)C)S(=O)(=O)N.Cl. Drug 2: C1CN1P(=S)(N2CC2)N3CC3. Cell line: SK-MEL-2. Synergy scores: CSS=-13.2, Synergy_ZIP=-1.14, Synergy_Bliss=-11.1, Synergy_Loewe=-17.2, Synergy_HSA=-14.6. (2) Drug 1: COC1=CC(=CC(=C1O)OC)C2C3C(COC3=O)C(C4=CC5=C(C=C24)OCO5)OC6C(C(C7C(O6)COC(O7)C8=CC=CS8)O)O. Drug 2: COCCOC1=C(C=C2C(=C1)C(=NC=N2)NC3=CC=CC(=C3)C#C)OCCOC.Cl. Cell line: UACC-257. Synergy scores: CSS=15.1, Synergy_ZIP=-3.17, Synergy_Bliss=2.48, Synergy_Loewe=-9.70, Synergy_HSA=2.10.